From a dataset of Forward reaction prediction with 1.9M reactions from USPTO patents (1976-2016). Predict the product of the given reaction. (1) Given the reactants [Cl:1][C:2]1[CH:3]=[N:4][C:5]2[C:10]([CH:11]=1)=[CH:9][C:8]([CH2:12][OH:13])=[CH:7][C:6]=2I.CCOC(C)=O.O.[CH3:22][N:23](C=O)C, predict the reaction product. The product is: [Cl:1][C:2]1[CH:3]=[N:4][C:5]2[C:10]([CH:11]=1)=[CH:9][C:8]([CH2:12][OH:13])=[CH:7][C:6]=2[C:22]#[N:23]. (2) Given the reactants [Cl:1][C:2]1[CH:7]=[CH:6][C:5]([C:8]2[CH:9]=[C:10]3[C@@H:25]([OH:26])[CH2:24][C:23]([CH3:28])([CH3:27])[O:22][C:11]3=[N:12][C:13]=2[C:14]2[CH:19]=[CH:18][C:17]([Cl:20])=[CH:16][C:15]=2[Cl:21])=[CH:4][CH:3]=1.CCN(CC)CC.[C:36](Cl)(=[O:43])[C:37]1[CH:42]=[CH:41][CH:40]=[CH:39][CH:38]=1, predict the reaction product. The product is: [C:36]([O:26][C@@H:25]1[C:10]2[C:11](=[N:12][C:13]([C:14]3[CH:19]=[CH:18][C:17]([Cl:20])=[CH:16][C:15]=3[Cl:21])=[C:8]([C:5]3[CH:4]=[CH:3][C:2]([Cl:1])=[CH:7][CH:6]=3)[CH:9]=2)[O:22][C:23]([CH3:28])([CH3:27])[CH2:24]1)(=[O:43])[C:37]1[CH:42]=[CH:41][CH:40]=[CH:39][CH:38]=1. (3) The product is: [OH:20][C:17]([CH3:19])([CH3:18])[CH:15]([NH:14][C:12]([C:9]1[N:8]=[C:7]2[C:2]([C:26]3[N:22]([CH3:21])[N:23]=[CH:24][CH:25]=3)=[CH:3][N:4]=[CH:5][C:6]2=[N:11][CH:10]=1)=[O:13])[CH3:16]. Given the reactants Br[C:2]1[C:7]2=[N:8][C:9]([C:12]([NH:14][CH:15]([C:17]([OH:20])([CH3:19])[CH3:18])[CH3:16])=[O:13])=[CH:10][N:11]=[C:6]2[CH:5]=[N:4][CH:3]=1.[CH3:21][N:22]1[C:26](B2OC(C)(C)C(C)(C)O2)=[CH:25][CH:24]=[N:23]1.C(=O)([O-])[O-].[Cs+].[Cs+].O1CCOCC1, predict the reaction product. (4) Given the reactants Cl[C:2]1[N:7]=[C:6]([O:8][CH2:9][CH3:10])[C:5]([N+:11]([O-:13])=[O:12])=[CH:4][CH:3]=1.[H-].[Na+].[C:16]([O:23][C:24]([CH3:27])([CH3:26])[CH3:25])(=[O:22])[CH2:17][C:18]([O:20][CH3:21])=[O:19], predict the reaction product. The product is: [CH2:9]([O:8][C:6]1[N:7]=[C:2]([CH:17]([C:18]([O:20][CH3:21])=[O:19])[C:16]([O:23][C:24]([CH3:27])([CH3:25])[CH3:26])=[O:22])[CH:3]=[CH:4][C:5]=1[N+:11]([O-:13])=[O:12])[CH3:10]. (5) The product is: [F:2][C:3]1[CH:21]=[CH:20][CH:19]=[CH:18][C:4]=1[CH2:5][N:6]1[C:14]2[C:9](=[CH:10][CH:11]=[CH:12][CH:13]=2)[C:8]([C:15]2[N:16]=[C:24]([O-:23])[C:25]([C:26]([O:28][CH3:29])=[O:27])=[CH:30][N:17]=2)=[N:7]1.[Na+:36]. Given the reactants Cl.[F:2][C:3]1[CH:21]=[CH:20][CH:19]=[CH:18][C:4]=1[CH2:5][N:6]1[C:14]2[C:9](=[CH:10][CH:11]=[CH:12][CH:13]=2)[C:8]([C:15](=[NH:17])[NH2:16])=[N:7]1.C[O:23][CH:24]=[C:25]([C:30](OC)=O)[C:26]([O:28][CH3:29])=[O:27].C[O-].[Na+:36], predict the reaction product. (6) Given the reactants [NH2:1][C:2]1[N:7]=[C:6](Cl)[C:5]([CH:9]=[O:10])=[C:4]([C:11]2[CH:16]=[CH:15][C:14]([CH3:17])=[CH:13][C:12]=2[CH3:18])[N:3]=1.[S-2:19].[Na+].[Na+].O, predict the reaction product. The product is: [NH2:1][C:2]1[N:3]=[C:4]([C:11]2[CH:16]=[CH:15][C:14]([CH3:17])=[CH:13][C:12]=2[CH3:18])[C:5]([CH:9]=[O:10])=[C:6]([SH:19])[N:7]=1.